From a dataset of Full USPTO retrosynthesis dataset with 1.9M reactions from patents (1976-2016). Predict the reactants needed to synthesize the given product. (1) The reactants are: [CH3:1][O:2][C:3]1[CH:8]=[C:7]([C:9]([CH3:14])([CH3:13])[C:10](O)=[O:11])[CH:6]=[CH:5][C:4]=1[C:15]1[CH:20]=[C:19]([CH2:21][O:22][CH3:23])[CH:18]=[CH:17][CH:16]=1.C1C=CC2N(O)N=NC=2C=1.[CH2:34]([NH2:38])[CH:35]([CH3:37])[CH3:36].C(Cl)CCl. Given the product [CH2:34]([NH:38][C:10](=[O:11])[C:9]([C:7]1[CH:6]=[CH:5][C:4]([C:15]2[CH:16]=[CH:17][CH:18]=[C:19]([CH2:21][O:22][CH3:23])[CH:20]=2)=[C:3]([O:2][CH3:1])[CH:8]=1)([CH3:13])[CH3:14])[CH:35]([CH3:37])[CH3:36], predict the reactants needed to synthesize it. (2) Given the product [Br:13][C:14]1[CH:15]=[CH:16][C:17]2[O:22][C:21]([CH2:23][OH:24])=[CH:20][C:19](=[O:26])[C:18]=2[CH:27]=1, predict the reactants needed to synthesize it. The reactants are: C1N=CN(C(N2C=NC=C2)=O)C=1.[Br:13][C:14]1[CH:15]=[CH:16][C:17]2[O:22][C:21]([C:23](O)=[O:24])=[CH:20][C:19](=[O:26])[C:18]=2[CH:27]=1.[BH4-].[Na+].[Cl-].[NH4+]. (3) Given the product [C:1]([O:5][CH2:6][CH:7]([CH2:20][CH3:21])[CH2:26][CH2:18][CH2:15][CH3:17])(=[O:4])[CH:2]=[CH2:3], predict the reactants needed to synthesize it. The reactants are: [C:1]([O:5][CH2:6][CH3:7])(=[O:4])[CH:2]=[CH2:3].CC(N=N[C:15]([C:18]#N)([CH3:17])C)(C#N)C.[C:20](OCC)(=O)[CH3:21].[CH:26](O)(C)C. (4) Given the product [C:1]([O:5][C:6]([N:8]1[CH2:17][CH2:16][C:15]2[C:10](=[C:11]([C:18](=[O:19])[NH:35][C:26]3([C:24]([O:23][CH2:21][CH3:22])=[O:25])[CH2:34][C:33]4[C:28](=[CH:29][CH:30]=[CH:31][CH:32]=4)[CH2:27]3)[CH:12]=[CH:13][CH:14]=2)[CH2:9]1)=[O:7])([CH3:3])([CH3:4])[CH3:2], predict the reactants needed to synthesize it. The reactants are: [C:1]([O:5][C:6]([N:8]1[CH2:17][CH2:16][C:15]2[C:10](=[C:11]([C:18](O)=[O:19])[CH:12]=[CH:13][CH:14]=2)[CH2:9]1)=[O:7])([CH3:4])([CH3:3])[CH3:2].[CH2:21]([O:23][C:24]([C:26]1([NH2:35])[CH2:34][C:33]2[C:28](=[CH:29][CH:30]=[CH:31][CH:32]=2)[CH2:27]1)=[O:25])[CH3:22].CN(C(ON1N=NC2C=CC=NC1=2)=[N+](C)C)C.F[P-](F)(F)(F)(F)F.CCN(C(C)C)C(C)C. (5) Given the product [OH2:13].[ClH:28].[CH:1]1([N:5]2[CH2:11][CH2:10][CH2:9][N:8]([C:12]([C:14]3[CH:15]=[N:16][C:17]([O:20][C:21]4[CH:22]=[CH:23][C:24]([F:27])=[CH:25][CH:26]=4)=[CH:18][CH:19]=3)=[O:13])[CH2:7][CH2:6]2)[CH2:2][CH2:3][CH2:4]1, predict the reactants needed to synthesize it. The reactants are: [CH:1]1([N:5]2[CH2:11][CH2:10][CH2:9][N:8]([C:12]([C:14]3[CH:15]=[N:16][C:17]([O:20][C:21]4[CH:26]=[CH:25][C:24]([F:27])=[CH:23][CH:22]=4)=[CH:18][CH:19]=3)=[O:13])[CH2:7][CH2:6]2)[CH2:4][CH2:3][CH2:2]1.[ClH:28]. (6) Given the product [CH2:38]([N:13]1[CH2:14][C:15]2[CH:20]=[CH:19][CH:18]=[CH:17][C:16]=2[N:10]([C:8]([C:7]2[CH:6]=[CH:5][C:4]([NH:23][C:24]([C:26]3[C:27]([C:32]4[CH:37]=[CH:36][CH:35]=[CH:34][CH:33]=4)=[CH:28][CH:29]=[CH:30][CH:31]=3)=[O:25])=[CH:3][C:2]=2[Cl:1])=[O:9])[CH2:11][C@H:12]1[CH2:21][OH:22])[C:39]1[CH:44]=[CH:43][CH:42]=[CH:41][CH:40]=1, predict the reactants needed to synthesize it. The reactants are: [Cl:1][C:2]1[CH:3]=[C:4]([NH:23][C:24]([C:26]2[C:27]([C:32]3[CH:37]=[CH:36][CH:35]=[CH:34][CH:33]=3)=[CH:28][CH:29]=[CH:30][CH:31]=2)=[O:25])[CH:5]=[CH:6][C:7]=1[C:8]([N:10]1[C:16]2[CH:17]=[CH:18][CH:19]=[CH:20][C:15]=2[CH2:14][NH:13][C@H:12]([CH2:21][OH:22])[CH2:11]1)=[O:9].[CH:38](=O)[C:39]1[CH:44]=[CH:43][CH:42]=[CH:41][CH:40]=1.C(O[BH-](OC(=O)C)OC(=O)C)(=O)C.[Na+].